Predict which catalyst facilitates the given reaction. From a dataset of Catalyst prediction with 721,799 reactions and 888 catalyst types from USPTO. (1) Product: [CH3:6][O:7][C:8]1[C:13]([NH:14][S:2]([CH3:1])(=[O:4])=[O:3])=[CH:12][C:11]([CH2:15][S:16](/[CH:19]=[CH:20]/[C:21]2[C:26]([O:27][CH3:28])=[CH:25][C:24]([O:29][CH3:30])=[CH:23][C:22]=2[O:31][CH3:32])(=[O:18])=[O:17])=[CH:10][N:9]=1. The catalyst class is: 17. Reactant: [CH3:1][S:2](Cl)(=[O:4])=[O:3].[CH3:6][O:7][C:8]1[C:13]([NH2:14])=[CH:12][C:11]([CH2:15][S:16](/[CH:19]=[CH:20]/[C:21]2[C:26]([O:27][CH3:28])=[CH:25][C:24]([O:29][CH3:30])=[CH:23][C:22]=2[O:31][CH3:32])(=[O:18])=[O:17])=[CH:10][N:9]=1. (2) Reactant: [Br:1][C:2]1[CH:3]=[C:4]([C:8]([NH2:13])([CH3:12])[CH2:9][NH:10][CH3:11])[CH:5]=[CH:6][CH:7]=1.Br[C:15]#[N:16]. Product: [Br:1][C:2]1[CH:3]=[C:4]([C:8]2([CH3:12])[CH2:9][N:10]([CH3:11])[C:15](=[NH:16])[NH:13]2)[CH:5]=[CH:6][CH:7]=1. The catalyst class is: 14. (3) The catalyst class is: 134. Product: [Cl:16][CH2:17][CH2:18][C:19]([C:21]1[CH:26]=[CH:25][CH:24]=[CH:23][CH:22]=1)([OH:20])[CH2:4][C:3]([CH3:5])=[CH2:2]. Reactant: [Mg].[CH3:2][CH:3]([CH2:5][AlH][CH2:2][CH:3]([CH3:5])[CH3:4])[CH3:4].ClCC(C)=C.[Cl:16][CH2:17][CH2:18][C:19]([C:21]1[CH:26]=[CH:25][CH:24]=[CH:23][CH:22]=1)=[O:20].Cl. (4) Reactant: [I:1][C:2]1[CH:3]=[C:4]2[C:8](=[CH:9][CH:10]=1)[NH:7][C:6](=[O:11])[C:5]2=O.[NH:13]([C:15]([C:17]1[CH:22]=[CH:21][C:20]([N:23]([CH3:34])[C:24](=[O:33])[CH2:25][CH2:26][C:27]2[CH:32]=[CH:31][CH:30]=[CH:29][CH:28]=2)=[CH:19][CH:18]=1)=[O:16])[NH2:14]. Product: [I:1][C:2]1[CH:3]=[C:4]2[C:8](=[CH:9][CH:10]=1)[NH:7][C:6](=[O:11])[C:5]2=[N:14][NH:13][C:15]([C:17]1[CH:18]=[CH:19][C:20]([N:23]([CH3:34])[C:24](=[O:33])[CH2:25][CH2:26][C:27]2[CH:28]=[CH:29][CH:30]=[CH:31][CH:32]=2)=[CH:21][CH:22]=1)=[O:16]. The catalyst class is: 15.